From a dataset of Forward reaction prediction with 1.9M reactions from USPTO patents (1976-2016). Predict the product of the given reaction. (1) Given the reactants [C:1](=[O:29])([O:24][CH2:25][CH:26]([CH3:28])[CH3:27])[O:2][C:3]1[CH:8]=[C:7]([C:9]([F:12])([F:11])[F:10])[CH:6]=[C:5]([C:13]2[N:17]=[CH:16][N:15](/[CH:18]=[CH:19]\[C:20]([NH:22][NH2:23])=[O:21])[N:14]=2)[CH:4]=1.[CH3:30]OC(OC)OC.CS(O)(=O)=O.CO.ClCCl, predict the reaction product. The product is: [C:1](=[O:29])([O:24][CH2:25][CH:26]([CH3:27])[CH3:28])[O:2][C:3]1[CH:8]=[C:7]([C:9]([F:10])([F:11])[F:12])[CH:6]=[C:5]([C:13]2[N:17]=[CH:16][N:15](/[CH:18]=[CH:19]\[C:20]3[O:21][CH:30]=[N:23][N:22]=3)[N:14]=2)[CH:4]=1. (2) Given the reactants [Cl:1][C:2]1[CH:7]=[CH:6][C:5]([C:8]2[N:12]([CH2:13][CH:14]([OH:19])[C:15]([F:18])([F:17])[F:16])[C:11](=[O:20])[N:10]([CH2:21]C3C=CC(C(OC)=O)=CC=3)[N:9]=2)=[CH:4][CH:3]=1.ClC1C=CC(C2N(CC(O)C(F)(F)F)C(=O)NN=2)=CC=1.BrC[C:54]1[CH:55]=[C:56]([CH:61]=[CH:62][CH:63]=1)[C:57]([O:59][CH3:60])=[O:58], predict the reaction product. The product is: [Cl:1][C:2]1[CH:3]=[CH:4][C:5]([C:8]2[N:12]([CH2:13][CH:14]([OH:19])[C:15]([F:18])([F:16])[F:17])[C:11](=[O:20])[N:10]([CH2:21][C:54]3[CH:55]=[C:56]([CH:61]=[CH:62][CH:63]=3)[C:57]([O:59][CH3:60])=[O:58])[N:9]=2)=[CH:6][CH:7]=1.